From a dataset of NCI-60 drug combinations with 297,098 pairs across 59 cell lines. Regression. Given two drug SMILES strings and cell line genomic features, predict the synergy score measuring deviation from expected non-interaction effect. (1) Drug 1: CCN(CC)CCCC(C)NC1=C2C=C(C=CC2=NC3=C1C=CC(=C3)Cl)OC. Drug 2: C1C(C(OC1N2C=NC3=C2NC=NCC3O)CO)O. Cell line: A549. Synergy scores: CSS=2.52, Synergy_ZIP=-3.11, Synergy_Bliss=-4.88, Synergy_Loewe=-8.08, Synergy_HSA=-4.55. (2) Drug 1: C1=CN(C=N1)CC(O)(P(=O)(O)O)P(=O)(O)O. Drug 2: CN(CC1=CN=C2C(=N1)C(=NC(=N2)N)N)C3=CC=C(C=C3)C(=O)NC(CCC(=O)O)C(=O)O. Cell line: BT-549. Synergy scores: CSS=29.9, Synergy_ZIP=-2.58, Synergy_Bliss=-1.02, Synergy_Loewe=-25.8, Synergy_HSA=2.11. (3) Drug 1: COC1=C(C=C2C(=C1)N=CN=C2NC3=CC(=C(C=C3)F)Cl)OCCCN4CCOCC4. Drug 2: CC1CCC2CC(C(=CC=CC=CC(CC(C(=O)C(C(C(=CC(C(=O)CC(OC(=O)C3CCCCN3C(=O)C(=O)C1(O2)O)C(C)CC4CCC(C(C4)OC)O)C)C)O)OC)C)C)C)OC. Cell line: HCC-2998. Synergy scores: CSS=23.7, Synergy_ZIP=-7.38, Synergy_Bliss=-2.82, Synergy_Loewe=0.389, Synergy_HSA=1.30. (4) Drug 1: CC1=C(C(CCC1)(C)C)C=CC(=CC=CC(=CC(=O)O)C)C. Drug 2: C1CC(C1)(C(=O)O)C(=O)O.[NH2-].[NH2-].[Pt+2]. Cell line: SNB-75. Synergy scores: CSS=9.47, Synergy_ZIP=-2.42, Synergy_Bliss=1.10, Synergy_Loewe=2.08, Synergy_HSA=2.13. (5) Drug 1: CC1=CC2C(CCC3(C2CCC3(C(=O)C)OC(=O)C)C)C4(C1=CC(=O)CC4)C. Drug 2: C1C(C(OC1N2C=C(C(=O)NC2=O)F)CO)O. Cell line: NCI-H322M. Synergy scores: CSS=3.99, Synergy_ZIP=-2.47, Synergy_Bliss=2.21, Synergy_Loewe=-13.5, Synergy_HSA=-3.48. (6) Drug 1: C(=O)(N)NO. Drug 2: C1=NC2=C(N1)C(=S)N=CN2. Cell line: HL-60(TB). Synergy scores: CSS=14.9, Synergy_ZIP=0.966, Synergy_Bliss=9.63, Synergy_Loewe=-25.9, Synergy_HSA=-0.0102. (7) Drug 1: C1=CC(=CC=C1CCC2=CNC3=C2C(=O)NC(=N3)N)C(=O)NC(CCC(=O)O)C(=O)O. Drug 2: CC1=C(C=C(C=C1)C(=O)NC2=CC(=CC(=C2)C(F)(F)F)N3C=C(N=C3)C)NC4=NC=CC(=N4)C5=CN=CC=C5. Cell line: T-47D. Synergy scores: CSS=6.74, Synergy_ZIP=-0.325, Synergy_Bliss=4.03, Synergy_Loewe=3.58, Synergy_HSA=4.10. (8) Drug 1: CNC(=O)C1=CC=CC=C1SC2=CC3=C(C=C2)C(=NN3)C=CC4=CC=CC=N4. Drug 2: CC(C)CN1C=NC2=C1C3=CC=CC=C3N=C2N. Cell line: HOP-92. Synergy scores: CSS=2.47, Synergy_ZIP=2.26, Synergy_Bliss=0.457, Synergy_Loewe=0.611, Synergy_HSA=-0.818. (9) Drug 1: CCCCC(=O)OCC(=O)C1(CC(C2=C(C1)C(=C3C(=C2O)C(=O)C4=C(C3=O)C=CC=C4OC)O)OC5CC(C(C(O5)C)O)NC(=O)C(F)(F)F)O. Drug 2: CN(C(=O)NC(C=O)C(C(C(CO)O)O)O)N=O. Cell line: EKVX. Synergy scores: CSS=43.2, Synergy_ZIP=-0.247, Synergy_Bliss=0.422, Synergy_Loewe=-10.7, Synergy_HSA=0.0720.